This data is from Catalyst prediction with 721,799 reactions and 888 catalyst types from USPTO. The task is: Predict which catalyst facilitates the given reaction. (1) Reactant: [SH:1][CH2:2][C:3]([O:5][CH2:6][CH3:7])=[O:4].C([O-])([O-])=O.[K+].[K+].Br[CH2:15][C:16]1[CH:21]=[CH:20][C:19]([F:22])=[CH:18][CH:17]=1. Product: [F:22][C:19]1[CH:20]=[CH:21][C:16]([CH2:15][S:1][CH2:2][C:3]([O:5][CH2:6][CH3:7])=[O:4])=[CH:17][CH:18]=1. The catalyst class is: 10. (2) Reactant: [CH2:1]([O:3][C:4]1[C:13]2[C:8](=[CH:9][CH:10]=[C:11]([CH:14]=[C:15]3[S:19][C:18](=S)[NH:17][C:16]3=[O:21])[CH:12]=2)[N:7]=[C:6]([NH:22][C:23](=[O:25])[CH3:24])[CH:5]=1)[CH3:2].C(N(C(C)C)CC)(C)C.CI.[NH2:37][CH2:38][CH2:39][CH:40]1[CH2:45][CH2:44][O:43][CH2:42][CH2:41]1. Product: [CH2:1]([O:3][C:4]1[C:13]2[C:8](=[CH:9][CH:10]=[C:11]([CH:14]=[C:15]3[S:19][C:18]([NH:37][CH2:38][CH2:39][CH:40]4[CH2:45][CH2:44][O:43][CH2:42][CH2:41]4)=[N:17][C:16]3=[O:21])[CH:12]=2)[N:7]=[C:6]([NH:22][C:23](=[O:25])[CH3:24])[CH:5]=1)[CH3:2]. The catalyst class is: 10. (3) Reactant: [Cl:1][C:2]1[N:3]=[C:4]([Cl:23])[C:5]2[C:10]3([CH2:12][CH2:11]3)[C:9](=O)[N:8]([CH2:14][C:15]3[CH:20]=[CH:19][C:18]([O:21][CH3:22])=[CH:17][CH:16]=3)[C:6]=2[N:7]=1.CO. Product: [Cl:1][C:2]1[N:3]=[C:4]([Cl:23])[C:5]2[C:10]3([CH2:12][CH2:11]3)[CH2:9][N:8]([CH2:14][C:15]3[CH:20]=[CH:19][C:18]([O:21][CH3:22])=[CH:17][CH:16]=3)[C:6]=2[N:7]=1. The catalyst class is: 7. (4) Reactant: Cl[C:2]1[CH:3]=[C:4]([N:11]2[CH2:16][CH2:15][O:14][CH2:13][CH2:12]2)[C:5]2[N:6]([CH:8]=[CH:9][N:10]=2)[N:7]=1.[CH3:17][C:18]1[N:23]=[CH:22][C:21]([NH2:24])=[CH:20][C:19]=1B1OC(C)(C)C(C)(C)O1.C([O-])([O-])=O.[Na+].[Na+].C(Cl)Cl. Product: [CH3:17][C:18]1[N:23]=[CH:22][C:21]([NH2:24])=[CH:20][C:19]=1[C:2]1[CH:3]=[C:4]([N:11]2[CH2:16][CH2:15][O:14][CH2:13][CH2:12]2)[C:5]2[N:6]([CH:8]=[CH:9][N:10]=2)[N:7]=1. The catalyst class is: 57.